Task: Predict the product of the given reaction.. Dataset: Forward reaction prediction with 1.9M reactions from USPTO patents (1976-2016) (1) Given the reactants [CH2:1]([C@H:8]1[O:10][C@@H:9]1[C:11]([OH:13])=O)[C:2]1[CH:7]=[CH:6][CH:5]=[CH:4][CH:3]=1.[CH:14]1([NH2:17])[CH2:16][CH2:15]1.Cl.C(N=C=NCCCN(C)C)C.C(=O)([O-])O.[Na+], predict the reaction product. The product is: [CH:14]1([NH:17][C:11]([C@@H:9]2[C@@H:8]([CH2:1][C:2]3[CH:3]=[CH:4][CH:5]=[CH:6][CH:7]=3)[O:10]2)=[O:13])[CH2:16][CH2:15]1. (2) Given the reactants Br[C:2]1[CH:7]=[CH:6][C:5]([CH2:8][C@H:9]([O:14][CH2:15][C:16]2[CH:21]=[CH:20][CH:19]=[CH:18][CH:17]=2)[C:10]([O:12][CH3:13])=[O:11])=[CH:4][CH:3]=1.[CH3:22][NH:23][C:24]1[CH:29]=[CH:28][CH:27]=[C:26](B2OC(C)(C)C(C)(C)O2)[CH:25]=1.P([O-])([O-])([O-])=O.[K+].[K+].[K+].O, predict the reaction product. The product is: [CH2:15]([O:14][C@@H:9]([CH2:8][C:5]1[CH:6]=[CH:7][C:2]([C:26]2[CH:27]=[CH:28][CH:29]=[C:24]([NH:23][CH3:22])[CH:25]=2)=[CH:3][CH:4]=1)[C:10]([O:12][CH3:13])=[O:11])[C:16]1[CH:21]=[CH:20][CH:19]=[CH:18][CH:17]=1. (3) Given the reactants C[O:2][C:3]([C@H:5]1[CH2:9][C@@H:8]([O:10][CH3:11])[CH2:7][N:6]1[C:12]([O:14][C:15]([CH3:18])([CH3:17])[CH3:16])=[O:13])=[O:4].O.O[Li].O, predict the reaction product. The product is: [C:15]([O:14][C:12]([N:6]1[CH2:7][C@H:8]([O:10][CH3:11])[CH2:9][C@@H:5]1[C:3]([OH:4])=[O:2])=[O:13])([CH3:18])([CH3:16])[CH3:17]. (4) Given the reactants [CH3:1][O:2][C:3]1[CH:13]=[CH:12][C:6]([C:7]([O:9][CH2:10][CH3:11])=[O:8])=[CH:5][CH:4]=1.CO[CH2:16][Cl:17].[Sn](Cl)(Cl)(Cl)Cl.O, predict the reaction product. The product is: [Cl:17][CH2:16][C:4]1[CH:5]=[C:6]([CH:12]=[CH:13][C:3]=1[O:2][CH3:1])[C:7]([O:9][CH2:10][CH3:11])=[O:8]. (5) Given the reactants [CH3:1][O:2][C:3]1[CH:4]=[C:5]([S:11]([NH:14][C:15]2[CH:20]=[CH:19][C:18]([N:21]3[CH2:26][CH2:25][C:24](=[O:27])[CH2:23][CH2:22]3)=[CH:17][CH:16]=2)(=[O:13])=[O:12])[CH:6]=[CH:7][C:8]=1[O:9][CH3:10].[CH2:28]([O:35][C:36](=[O:39])[CH2:37]Br)[C:29]1[CH:34]=[CH:33][CH:32]=[CH:31][CH:30]=1, predict the reaction product. The product is: [CH2:28]([O:35][C:36](=[O:39])[CH2:37][N:14]([S:11]([C:5]1[CH:6]=[CH:7][C:8]([O:9][CH3:10])=[C:3]([O:2][CH3:1])[CH:4]=1)(=[O:12])=[O:13])[C:15]1[CH:16]=[CH:17][C:18]([N:21]2[CH2:22][CH2:23][C:24](=[O:27])[CH2:25][CH2:26]2)=[CH:19][CH:20]=1)[C:29]1[CH:34]=[CH:33][CH:32]=[CH:31][CH:30]=1. (6) Given the reactants [ClH:1].[CH:2]1([NH:5][CH2:6][C@@H:7]2[C@H:11]([F:12])[CH2:10][N:9]([C:13]3[C:22]([O:23][CH3:24])=[C:21]4[C:16]([C:17](=[O:31])[C:18]([C:28]([OH:30])=[O:29])=[CH:19][N:20]4[CH2:25][CH2:26][F:27])=[CH:15][C:14]=3[F:32])[CH2:8]2)[CH2:4][CH2:3]1.CC(O)C, predict the reaction product. The product is: [OH2:23].[ClH:1].[CH:2]1([NH:5][CH2:6][C@@H:7]2[C@H:11]([F:12])[CH2:10][N:9]([C:13]3[C:22]([O:23][CH3:24])=[C:21]4[C:16]([C:17](=[O:31])[C:18]([C:28]([OH:30])=[O:29])=[CH:19][N:20]4[CH2:25][CH2:26][F:27])=[CH:15][C:14]=3[F:32])[CH2:8]2)[CH2:3][CH2:4]1. (7) Given the reactants C[O:2][C:3](=[O:35])[C:4]([C:7]1[CH:12]=[CH:11][C:10]([C:13]#[C:14][C:15]2[CH:16]=[C:17]3[C:22](=[C:23]([CH2:25][N:26]([CH:28]4[CH2:30][CH2:29]4)[CH3:27])[CH:24]=2)[O:21][C:20]([CH3:32])([CH3:31])[CH2:19][C:18]3([CH3:34])[CH3:33])=[CH:9][CH:8]=1)([CH3:6])[CH3:5].[OH-].[Na+], predict the reaction product. The product is: [CH:28]1([N:26]([CH2:25][C:23]2[CH:24]=[C:15]([C:14]#[C:13][C:10]3[CH:11]=[CH:12][C:7]([C:4]([CH3:6])([CH3:5])[C:3]([OH:35])=[O:2])=[CH:8][CH:9]=3)[CH:16]=[C:17]3[C:22]=2[O:21][C:20]([CH3:32])([CH3:31])[CH2:19][C:18]3([CH3:33])[CH3:34])[CH3:27])[CH2:30][CH2:29]1.